Predict the reactants needed to synthesize the given product. From a dataset of Full USPTO retrosynthesis dataset with 1.9M reactions from patents (1976-2016). (1) Given the product [N:1]([CH2:4][C@H:5]1[O:12][CH:9]([OH:10])[C@H:8]([OH:13])[C@@H:7]([OH:14])[C@@H:6]1[OH:15])=[N+:2]=[N-:3], predict the reactants needed to synthesize it. The reactants are: [N:1]([CH2:4][C@H:5]1[O:12][C@H:9]([O:10]C)[C@H:8]([OH:13])[C@@H:7]([OH:14])[C@@H:6]1[OH:15])=[N+:2]=[N-:3]. (2) Given the product [CH3:14][C:11]1([CH3:15])[O:12][CH2:13][C:8]([C:5]2[CH:6]=[CH:7][C:2]([CH:19]=[CH2:20])=[CH:3][CH:4]=2)([OH:16])[CH2:9][O:10]1, predict the reactants needed to synthesize it. The reactants are: Br[C:2]1[CH:7]=[CH:6][C:5]([C:8]2([OH:16])[CH2:13][O:12][C:11]([CH3:15])([CH3:14])[O:10][CH2:9]2)=[CH:4][CH:3]=1.[Cl-].[Li+].[CH:19]([Sn](CCCC)(CCCC)CCCC)=[CH2:20]. (3) Given the product [Br:1][C:2]1[S:6][C:5]([CH:7]=[CH:10][C:11]([OH:13])=[O:12])=[CH:4][CH:3]=1, predict the reactants needed to synthesize it. The reactants are: [Br:1][C:2]1[S:6][C:5]([CH:7]=O)=[CH:4][CH:3]=1.C(O)(=O)[CH2:10][C:11]([OH:13])=[O:12].N1CCCCC1.Cl. (4) Given the product [C:1]([O:5][C:6]([NH:8][C:9]([NH:12][C:13]([O:15][C:16]([CH3:19])([CH3:18])[CH3:17])=[O:14])=[NH:20])=[O:7])([CH3:4])([CH3:3])[CH3:2], predict the reactants needed to synthesize it. The reactants are: [C:1]([O:5][C:6]([NH:8][C:9](=[N:12][C:13]([O:15][C:16]([CH3:19])([CH3:18])[CH3:17])=[O:14])SC)=[O:7])([CH3:4])([CH3:3])[CH3:2].[NH3:20]. (5) Given the product [F:1][C:2]1[C:7]([CH:8]=[O:23])=[C:6]([F:11])[CH:5]=[CH:4][C:3]=1[NH:12][S:13]([C:16]1[S:17][CH:18]=[CH:19][CH:20]=1)(=[O:15])=[O:14], predict the reactants needed to synthesize it. The reactants are: [F:1][C:2]1[C:7]([CH2:8]CO)=[C:6]([F:11])[CH:5]=[CH:4][C:3]=1[NH:12][S:13]([C:16]1[S:17][CH:18]=[CH:19][CH:20]=1)(=[O:15])=[O:14].CC(OI1(OC(C)=O)(OC(C)=O)OC(=O)C2C=CC=CC1=2)=[O:23].O. (6) The reactants are: C([C:3]1[CH:4]=[C:5]2[C:10](=[CH:11][CH:12]=1)[N:9]=[CH:8][C:7]([C:13]#[N:14])=[C:6]2[O:15][CH:16]([C:21]([F:24])([F:23])[F:22])[C:17]([F:20])([F:19])[F:18])=O.COC1C=CC(/[CH:39]=[C:40]2/[C:41]([NH:43][C:44]([S:46]/2)=[NH:45])=[O:42])=CC=1OC1CCCC1.C([O-])(=O)C.[Na+]. Given the product [NH2:45][C:44]1[S:46]/[C:40](=[CH:39]\[C:3]2[CH:4]=[C:5]3[C:10](=[CH:11][CH:12]=2)[N:9]=[CH:8][C:7]([C:13]#[N:14])=[C:6]3[O:15][CH:16]([C:17]([F:20])([F:18])[F:19])[C:21]([F:22])([F:23])[F:24])/[C:41](=[O:42])[N:43]=1, predict the reactants needed to synthesize it. (7) Given the product [CH:1]([NH:4][S:5]([C:8]1[CH:9]=[C:10]([CH:14]2[C:23]([CH3:25])([CH3:24])[CH2:22][C:21]3[C:16](=[CH:17][CH:18]=[C:19]([C:26]([O:28][CH3:29])=[O:27])[CH:20]=3)[NH:15]2)[CH:11]=[CH:12][CH:13]=1)(=[O:7])=[O:6])([CH3:3])[CH3:2], predict the reactants needed to synthesize it. The reactants are: [CH:1]([NH:4][S:5]([C:8]1[CH:9]=[C:10]([C:14]2[C:23]([CH3:25])([CH3:24])[CH2:22][C:21]3[C:16](=[CH:17][CH:18]=[C:19]([C:26]([O:28][CH3:29])=[O:27])[CH:20]=3)[N:15]=2)[CH:11]=[CH:12][CH:13]=1)(=[O:7])=[O:6])([CH3:3])[CH3:2].